From a dataset of Forward reaction prediction with 1.9M reactions from USPTO patents (1976-2016). Predict the product of the given reaction. (1) The product is: [OH:8][CH2:7][CH:3]1[CH2:4][CH2:5][CH2:6][N:1]([CH2:16][CH2:17][CH2:18][C:19]#[N:20])[CH2:2]1. Given the reactants [NH:1]1[CH2:6][CH2:5][CH2:4][CH:3]([CH2:7][OH:8])[CH2:2]1.C(=O)([O-])[O-].[K+].[K+].Br[CH2:16][CH2:17][CH2:18][C:19]#[N:20], predict the reaction product. (2) Given the reactants [CH:1]([N:14]1[CH2:19][CH2:18][NH:17][CH2:16][CH2:15]1)([C:8]1[CH:13]=[CH:12][CH:11]=[CH:10][CH:9]=1)[C:2]1[CH:7]=[CH:6][CH:5]=[CH:4][CH:3]=1.Cl[C:21]1[CH:22]=[CH:23][C:24]2[N:25]([C:27]([CH:30]([F:32])[F:31])=[N:28][N:29]=2)[N:26]=1, predict the reaction product. The product is: [CH:1]([N:14]1[CH2:19][CH2:18][N:17]([C:21]2[CH:22]=[CH:23][C:24]3[N:25]([C:27]([CH:30]([F:31])[F:32])=[N:28][N:29]=3)[N:26]=2)[CH2:16][CH2:15]1)([C:8]1[CH:13]=[CH:12][CH:11]=[CH:10][CH:9]=1)[C:2]1[CH:7]=[CH:6][CH:5]=[CH:4][CH:3]=1. (3) The product is: [O-:1][N+:2]1[CH:7]=[CH:6][C:5]([CH2:8][CH2:9][NH2:10])=[CH:4][CH:3]=1. Given the reactants [O-:1][N+:2]1[CH:7]=[CH:6][C:5]([CH2:8][CH2:9][NH:10]C(=O)OC(C)(C)C)=[CH:4][CH:3]=1.Cl.C(OCC)(=O)C, predict the reaction product. (4) Given the reactants [F:1][C:2]1[CH:3]=[C:4]([OH:8])[CH:5]=[CH:6][CH:7]=1.Br[C:10]([F:17])([F:16])[C:11]([N:13]([CH3:15])[CH3:14])=[O:12].C([O-])([O-])=O.[K+].[K+].O, predict the reaction product. The product is: [F:16][C:10]([F:17])([O:8][C:4]1[CH:5]=[CH:6][CH:7]=[C:2]([F:1])[CH:3]=1)[C:11]([N:13]([CH3:15])[CH3:14])=[O:12]. (5) Given the reactants Cl.[NH2:2][C:3]1[NH:7][N:6]=[CH:5][C:4]=1[C:8](=[NH:13])[O:9][CH2:10][C:11]#[CH:12].C1(C)C(C)=CC=CC=1.CCN(C(C)C)C(C)C, predict the reaction product. The product is: [CH3:12][C:11]1[N:13]=[C:8]([C:4]2[CH:5]=[N:6][NH:7][C:3]=2[NH2:2])[O:9][CH:10]=1. (6) Given the reactants [CH3:1][C:2]1[CH:6]=[C:5]([NH:7][C:8]([NH:10][C:11]2[N:15]([C:16]3[CH:21]=[CH:20][CH:19]=[CH:18][CH:17]=3)[N:14]=[C:13]([CH3:22])[CH:12]=2)=[O:9])[N:4]([C:23]2C=CC=CC=2)N=1.CC1C=C(N)N(C2C=CC=CC=2)N=1.[Br:42]C1C=CN=C(N)C=1, predict the reaction product. The product is: [Br:42][C:2]1[CH:1]=[CH:23][N:4]=[C:5]([NH:7][C:8]([NH:10][C:11]2[N:15]([C:16]3[CH:21]=[CH:20][CH:19]=[CH:18][CH:17]=3)[N:14]=[C:13]([CH3:22])[CH:12]=2)=[O:9])[CH:6]=1.